From a dataset of Full USPTO retrosynthesis dataset with 1.9M reactions from patents (1976-2016). Predict the reactants needed to synthesize the given product. (1) Given the product [ClH:63].[ClH:63].[CH2:21]([N:16]([CH2:17][CH:18]([CH3:19])[CH3:20])[C:14]([C:11]1[CH:12]=[CH:13][C:8]2[N:7]=[C:6]([NH:25][C:26]3[CH:31]=[C:30]([O:32][CH3:33])[C:29]([O:34][CH3:35])=[C:28]([O:36][CH3:37])[CH:27]=3)[N:5]([CH2:4][CH2:3][CH2:2][NH:1][CH2:38][C:39]([CH3:43])([CH3:42])[CH3:40])[C:9]=2[CH:10]=1)=[O:15])[CH:22]([CH3:24])[CH3:23], predict the reactants needed to synthesize it. The reactants are: [NH2:1][CH2:2][CH2:3][CH2:4][N:5]1[C:9]2[CH:10]=[C:11]([C:14]([N:16]([CH2:21][CH:22]([CH3:24])[CH3:23])[CH2:17][CH:18]([CH3:20])[CH3:19])=[O:15])[CH:12]=[CH:13][C:8]=2[N:7]=[C:6]1[NH:25][C:26]1[CH:31]=[C:30]([O:32][CH3:33])[C:29]([O:34][CH3:35])=[C:28]([O:36][CH3:37])[CH:27]=1.[CH3:38][C:39]([CH3:43])([CH3:42])[CH:40]=O.C(O[BH-](OC(=O)C)OC(=O)C)(=O)C.[Na+].C(=O)([O-])O.[Na+].[Cl:63]CCl. (2) Given the product [Cl:15][C:16]1[CH:17]=[CH:18][C:19]([S:22][C:23]2[C:24]([CH3:25])=[N:14][N:13]([C:9]3[N:8]=[C:7]([C:2]4[CH:3]=[CH:4][CH:5]=[CH:6][N:1]=4)[N:12]=[CH:11][N:10]=3)[C:27]=2[CH3:28])=[CH:20][CH:21]=1, predict the reactants needed to synthesize it. The reactants are: [N:1]1[CH:6]=[CH:5][CH:4]=[CH:3][C:2]=1[C:7]1[N:12]=[CH:11][N:10]=[C:9]([NH:13][NH2:14])[N:8]=1.[Cl:15][C:16]1[CH:21]=[CH:20][C:19]([S:22][CH:23]([C:27](=O)[CH3:28])[C:24](=O)[CH3:25])=[CH:18][CH:17]=1. (3) Given the product [C:23]([NH:22][C:19]1[CH:20]=[CH:21][C:16]([NH:15][C:14](=[S:26])[NH:13][C:4]2[CH:3]=[C:2]([Cl:1])[C:7]([O:8][CH2:9][CH2:10][O:11][S:28]([CH3:27])(=[O:30])=[O:29])=[C:6]([Cl:12])[CH:5]=2)=[CH:17][CH:18]=1)(=[O:25])[CH3:24], predict the reactants needed to synthesize it. The reactants are: [Cl:1][C:2]1[CH:3]=[C:4]([NH:13][C:14](=[S:26])[NH:15][C:16]2[CH:21]=[CH:20][C:19]([NH:22][C:23](=[O:25])[CH3:24])=[CH:18][CH:17]=2)[CH:5]=[C:6]([Cl:12])[C:7]=1[O:8][CH2:9][CH2:10][OH:11].[CH3:27][S:28](Cl)(=[O:30])=[O:29]. (4) Given the product [C:13]([O:12][C:10]([N:8]1[CH2:9][CH:6]([I:17])[CH2:7]1)=[O:11])([CH3:16])([CH3:15])[CH3:14], predict the reactants needed to synthesize it. The reactants are: CS(O[CH:6]1[CH2:9][N:8]([C:10]([O:12][C:13]([CH3:16])([CH3:15])[CH3:14])=[O:11])[CH2:7]1)(=O)=O.[I-:17].[K+]. (5) Given the product [S:1]1[C:5]2[CH2:6][CH2:7][CH2:8][CH2:9][C:4]=2[N:3]=[C:2]1[C:10]1[C:14]([C:15]([OH:17])=[O:16])=[CH:13][N:12]([CH2:20][O:21][CH2:22][CH2:23][Si:24]([CH3:27])([CH3:26])[CH3:25])[N:11]=1, predict the reactants needed to synthesize it. The reactants are: [S:1]1[C:5]2[CH2:6][CH2:7][CH2:8][CH2:9][C:4]=2[N:3]=[C:2]1[C:10]1[C:14]([C:15]([O:17]CC)=[O:16])=[CH:13][N:12]([CH2:20][O:21][CH2:22][CH2:23][Si:24]([CH3:27])([CH3:26])[CH3:25])[N:11]=1.[OH-].[Na+].Cl. (6) The reactants are: [Cl:1][C:2]1[CH:9]=[C:8](F)[C:5]([CH:6]=O)=[C:4]([F:11])[CH:3]=1.Cl.CON.C(=O)([O-])[O-].[K+].[K+].[NH2:22][NH2:23]. Given the product [Cl:1][C:2]1[CH:9]=[C:8]2[C:5]([CH:6]=[N:22][NH:23]2)=[C:4]([F:11])[CH:3]=1, predict the reactants needed to synthesize it. (7) Given the product [C:1]([O:5][C:6]([N:8]1[CH2:13][CH2:12][C@@H:11]([CH:14]([F:15])[F:16])[C@H:10]([OH:17])[CH2:9]1)=[O:7])([CH3:4])([CH3:2])[CH3:3], predict the reactants needed to synthesize it. The reactants are: [C:1]([O:5][C:6]([N:8]1[CH2:13][CH2:12][C@@H:11]([CH:14]([F:16])[F:15])[C@H:10]([O:17]COC)[CH2:9]1)=[O:7])([CH3:4])([CH3:3])[CH3:2].Cl.C(=O)(OC(C)(C)C)OC(C)(C)C. (8) Given the product [F:1][C:2]1[CH:3]=[CH:4][C:5]([N:8]2[C:16]3[C:11](=[CH:12][C:13]([O:17][C@H:18]([C:22]4[CH:23]=[CH:24][CH:25]=[CH:26][CH:27]=4)[C@@H:19]([NH:21][C:29]([C:30]([OH:32])=[O:31])=[O:34])[CH3:20])=[CH:14][CH:15]=3)[CH:10]=[N:9]2)=[CH:6][CH:7]=1, predict the reactants needed to synthesize it. The reactants are: [F:1][C:2]1[CH:7]=[CH:6][C:5]([N:8]2[C:16]3[C:11](=[CH:12][C:13]([O:17][C@@H:18]([C:22]4[CH:27]=[CH:26][CH:25]=[CH:24][CH:23]=4)[C@H:19]([NH2:21])[CH3:20])=[CH:14][CH:15]=3)[CH:10]=[N:9]2)=[CH:4][CH:3]=1.Cl[C:29](=[O:34])[C:30]([O:32]C)=[O:31]. (9) The reactants are: [O:1]1[C:5]([C:6]2[CH:14]=[CH:13][C:9]([C:10](O)=[O:11])=[CH:8][CH:7]=2)=[CH:4][N:3]=[CH:2]1.CC[N:17](CC)CC.ClC(OCC(C)C)=O.[NH4+].[OH-]. Given the product [O:1]1[C:5]([C:6]2[CH:14]=[CH:13][C:9]([C:10]([NH2:17])=[O:11])=[CH:8][CH:7]=2)=[CH:4][N:3]=[CH:2]1, predict the reactants needed to synthesize it.